From a dataset of Reaction yield outcomes from USPTO patents with 853,638 reactions. Predict the reaction yield, written as a fraction of the theoretical maximum amount of product (1.0 means a 100% yield; for example, 0.34 means a 34% yield). (1) The reactants are [Cl:1][C:2]1[CH:35]=[CH:34][C:5]([CH2:6][N:7]2[C:12](=[N:13][C:14]3[CH:19]=[CH:18][C:17]([O:20][CH:21]([CH3:23])[CH3:22])=[C:16]([CH3:24])[CH:15]=3)[NH:11][C:10](=[O:25])[N:9]([CH2:26][C:27]([C:29]([O:31]C)=[O:30])=[O:28])[C:8]2=[O:33])=[CH:4][CH:3]=1.CO.[OH-].[Li+].C(O)(=O)CC(CC(O)=O)(C(O)=O)O. The catalyst is C1COCC1. The product is [Cl:1][C:2]1[CH:3]=[CH:4][C:5]([CH2:6][N:7]2[C:12](=[N:13][C:14]3[CH:19]=[CH:18][C:17]([O:20][CH:21]([CH3:23])[CH3:22])=[C:16]([CH3:24])[CH:15]=3)[NH:11][C:10](=[O:25])[N:9]([CH2:26][C:27]([C:29]([OH:31])=[O:30])=[O:28])[C:8]2=[O:33])=[CH:34][CH:35]=1. The yield is 0.340. (2) The reactants are Cl.Cl.[Cl:3][C:4]1[C:12]2[NH:11][N:10]=[CH:9][C:8]=2[C:7]2[CH2:13][N:14]([CH2:23][C:24]3[CH:29]=[CH:28][N:27]=[CH:26][CH:25]=3)[C:15](=[O:22])[C@H:16]([CH2:18][C:19]([OH:21])=O)[CH2:17][C:6]=2[CH:5]=1.C(O)(=O)C.[F:34][C:35]1[CH:36]=[CH:37][CH:38]=[C:39]2[C:44]=1[NH:43][C:42](=[O:45])[C:41]([CH:46]1[CH2:51][CH2:50][NH:49][CH2:48][CH2:47]1)=[CH:40]2.ClC1C2NN=CC=2C2CN(CC(C)(C)C)C(=O)[C@H](CC(=O)N3CCC(N4CC5C(=CC=CC=5)NC4=O)CC3)CC=2C=1. No catalyst specified. The product is [Cl:3][C:4]1[C:12]2[NH:11][N:10]=[CH:9][C:8]=2[C:7]2[CH2:13][N:14]([CH2:23][C:24]3[CH:25]=[CH:26][N:27]=[CH:28][CH:29]=3)[C:15](=[O:22])[C@H:16]([CH2:18][C:19]([N:49]3[CH2:50][CH2:51][CH:46]([C:41]4[C:42](=[O:45])[NH:43][C:44]5[C:39]([CH:40]=4)=[CH:38][CH:37]=[CH:36][C:35]=5[F:34])[CH2:47][CH2:48]3)=[O:21])[CH2:17][C:6]=2[CH:5]=1. The yield is 0.130. (3) The reactants are C(N(CC)CC)C.[F:8][C:9]1[CH:17]=[C:16]2[C:12]([C:13]([CH:25]=[O:26])=[CH:14][N:15]2C(OC(C)(C)C)=O)=[CH:11][CH:10]=1.[CH:27](=[N:34][C:35]1[CH:40]=[N:39][CH:38]=[C:37]([O:41][CH3:42])[N:36]=1)[C:28]1[CH:33]=[CH:32][CH:31]=[CH:30][CH:29]=1. The catalyst is [Cl-].C([N+]1C(C)=C(CCO)SC=1)C1C=CC=CC=1.C(O)C. The product is [F:8][C:9]1[CH:17]=[C:16]2[C:12]([C:13]([C:25](=[O:26])[CH:27]([NH:34][C:35]3[CH:40]=[N:39][CH:38]=[C:37]([O:41][CH3:42])[N:36]=3)[C:28]3[CH:33]=[CH:32][CH:31]=[CH:30][CH:29]=3)=[CH:14][NH:15]2)=[CH:11][CH:10]=1. The yield is 0.150. (4) The reactants are [CH3:1][C:2]1[CH:7]=[C:6]([CH3:8])[N:5]=[C:4]([N:9]2[CH2:20][CH2:19][C:12]3([C:17](=[O:18])[NH:16][CH2:15][CH2:14][CH2:13]3)[CH2:11][CH2:10]2)[N:3]=1.[Br:21][C:22]1[CH:27]=[CH:26][CH:25]=[CH:24][C:23]=1[CH2:28]Br.O. The catalyst is CCCC[N+](CCCC)(CCCC)CCCC.[I-].C1COCC1. The product is [Br:21][C:22]1[CH:27]=[CH:26][CH:25]=[CH:24][C:23]=1[CH2:28][N:16]1[CH2:15][CH2:14][CH2:13][C:12]2([CH2:11][CH2:10][N:9]([C:4]3[N:3]=[C:2]([CH3:1])[CH:7]=[C:6]([CH3:8])[N:5]=3)[CH2:20][CH2:19]2)[C:17]1=[O:18]. The yield is 0.950. (5) The reactants are [O:1]=[C:2]1[NH:21][CH2:20][CH2:19][C:4]2([CH2:8][C@H:7]([C:9]([O:11]CC3C=CC=CC=3)=[O:10])[CH2:6][CH2:5]2)[NH:3]1. The catalyst is CO.[Pd]. The product is [O:1]=[C:2]1[NH:21][CH2:20][CH2:19][C:4]2([CH2:8][C@H:7]([C:9]([OH:11])=[O:10])[CH2:6][CH2:5]2)[NH:3]1. The yield is 0.727.